This data is from Full USPTO retrosynthesis dataset with 1.9M reactions from patents (1976-2016). The task is: Predict the reactants needed to synthesize the given product. Given the product [O:53]=[S:50]1(=[O:54])[CH2:51][CH2:52][N:47]([C:21]([C:16]2[NH:17][C:18]3[C:14]([CH:15]=2)=[CH:13][C:12]([C:10]([N:7]2[CH2:8][CH2:9][N:4]([CH:1]([CH3:2])[CH3:3])[CH2:5][CH2:6]2)=[O:11])=[CH:20][CH:19]=3)=[O:23])[CH2:48][CH2:49]1, predict the reactants needed to synthesize it. The reactants are: [CH:1]([N:4]1[CH2:9][CH2:8][N:7]([C:10]([C:12]2[CH:13]=[C:14]3[C:18](=[CH:19][CH:20]=2)[NH:17][C:16]([C:21]([OH:23])=O)=[CH:15]3)=[O:11])[CH2:6][CH2:5]1)([CH3:3])[CH3:2].Cl.F[B-](F)(F)F.N1(OC(N(C)C)=[N+](C)C)C2C=CC=CC=2N=N1.[NH:47]1[CH2:52][CH2:51][S:50](=[O:54])(=[O:53])[CH2:49][CH2:48]1.C(N(CC)C(C)C)(C)C.C(=O)(O)[O-].[Na+].